Predict the reactants needed to synthesize the given product. From a dataset of Full USPTO retrosynthesis dataset with 1.9M reactions from patents (1976-2016). (1) Given the product [CH3:1][O:2][C:3](=[O:18])[CH2:4][C:5]1[C:14]([Cl:15])=[CH:13][CH:12]=[C:11]2[C:6]=1[CH:7]=[C:8]([CH2:16][N:20]([CH3:21])[CH3:19])[CH:9]=[N:10]2, predict the reactants needed to synthesize it. The reactants are: [CH3:1][O:2][C:3](=[O:18])[CH2:4][C:5]1[C:14]([Cl:15])=[CH:13][CH:12]=[C:11]2[C:6]=1[CH:7]=[C:8]([CH2:16]Br)[CH:9]=[N:10]2.[CH3:19][NH:20][CH3:21].C(O)C. (2) Given the product [CH3:18][O:4][C:3](=[O:5])[C@H:2]([OH:1])[CH2:6][C:7]1[CH:12]=[CH:11][CH:10]=[CH:9][CH:8]=1, predict the reactants needed to synthesize it. The reactants are: [OH:1][C@H:2]([CH2:6][C:7]1[CH:12]=[CH:11][CH:10]=[CH:9][CH:8]=1)[C:3]([OH:5])=[O:4].S(=O)(=O)(O)O.[CH3:18]O. (3) The reactants are: [CH:1]([N:4]=[C:5]([NH:17][CH:18]([CH3:20])[CH3:19])[N:6]([CH3:16])[CH2:7][CH2:8][CH2:9][Si:10]([CH3:15])(OC)OC)([CH3:3])[CH3:2].C[Si](C)(C)[O:23][Si:24]([CH3:27])([CH3:26])[CH3:25]. Given the product [CH:1]([N:4]=[C:5]([NH:17][CH:18]([CH3:20])[CH3:19])[N:6]([CH3:16])[CH2:7][CH2:8][CH2:9][SiH2:10][CH:15]([O:23][Si:24]([CH3:25])([CH3:26])[CH3:27])[O:23][Si:24]([CH3:27])([CH3:26])[CH3:25])([CH3:3])[CH3:2], predict the reactants needed to synthesize it. (4) Given the product [F:23][C:24]([F:39])([F:40])[C:25]1[CH:26]=[C:27]([C:35]2[N:12]=[C:11]([C:9]3[CH:10]=[C:5]([C:3]([OH:2])=[O:4])[C:6]([C:14]4[CH:19]=[CH:18][CH:17]=[CH:16][C:15]=4[N+:20]([O-:22])=[O:21])=[CH:7][CH:8]=3)[S:13][CH:36]=2)[CH:28]=[C:29]([C:31]([F:32])([F:33])[F:34])[CH:30]=1, predict the reactants needed to synthesize it. The reactants are: C[O:2][C:3]([C:5]1[C:6]([C:14]2[CH:19]=[CH:18][CH:17]=[CH:16][C:15]=2[N+:20]([O-:22])=[O:21])=[CH:7][CH:8]=[C:9]([C:11](=[S:13])[NH2:12])[CH:10]=1)=[O:4].[F:23][C:24]([F:40])([F:39])[C:25]1[CH:26]=[C:27]([C:35](=O)[CH2:36]Br)[CH:28]=[C:29]([C:31]([F:34])([F:33])[F:32])[CH:30]=1. (5) Given the product [CH2:2]([O:4][C:5]([C:7]1[C:8]2[S:16][CH:15]=[C:14]([CH2:17][O:18][C:19]3[CH:24]=[CH:23][CH:22]=[C:21]([O:25][CH2:26][C:27]4[CH:32]=[CH:31][CH:30]=[C:29]([C:33]#[N:34])[CH:28]=4)[CH:20]=3)[C:9]=2[C:10]([NH2:1])=[N:11][CH:12]=1)=[O:6])[CH3:3], predict the reactants needed to synthesize it. The reactants are: [NH3:1].[CH2:2]([O:4][C:5]([C:7]1[C:8]2[S:16][CH:15]=[C:14]([CH2:17][O:18][C:19]3[CH:24]=[CH:23][CH:22]=[C:21]([O:25][CH2:26][C:27]4[CH:32]=[CH:31][CH:30]=[C:29]([C:33]#[N:34])[CH:28]=4)[CH:20]=3)[C:9]=2[C:10](Cl)=[N:11][CH:12]=1)=[O:6])[CH3:3].